This data is from Forward reaction prediction with 1.9M reactions from USPTO patents (1976-2016). The task is: Predict the product of the given reaction. (1) Given the reactants [NH2:1][CH2:2][C@@H:3]1[CH2:8][C@H:7]2[C@H:5]([CH2:6]2)[N:4]1[C:9]([C:11]1[N:12]=[C:13]([CH3:23])[S:14][C:15]=1[C:16]1[CH:21]=[CH:20][CH:19]=[C:18]([F:22])[CH:17]=1)=[O:10].[F:24][C:25]1[CH:26]=[C:27]2[C:31](=[CH:32][CH:33]=1)[NH:30][C:29]([C:34](O)=[O:35])=[CH:28]2, predict the reaction product. The product is: [F:22][C:18]1[CH:17]=[C:16]([C:15]2[S:14][C:13]([CH3:23])=[N:12][C:11]=2[C:9]([N:4]2[C@H:3]([CH2:2][NH:1][C:34]([C:29]3[NH:30][C:31]4[C:27]([CH:28]=3)=[CH:26][C:25]([F:24])=[CH:33][CH:32]=4)=[O:35])[CH2:8][C@H:7]3[C@@H:5]2[CH2:6]3)=[O:10])[CH:21]=[CH:20][CH:19]=1. (2) Given the reactants [NH2:1][C:2]1[N:7]=[CH:6][N:5]=[C:4]([NH:8][C@H:9]([C:11]2[N:16]([C:17]3[CH:22]=[CH:21][CH:20]=[CH:19][CH:18]=3)[C:15](=[O:23])[C:14]3=[C:24]([CH3:27])[CH:25]=[CH:26][N:13]3[N:12]=2)[CH3:10])[C:3]=1[C:28]1[CH:36]=[C:35]2[C:31]([CH:32]=[CH:33][NH:34]2)=[CH:30][CH:29]=1.[H-].[Na+].[CH3:39][O:40][C:41]1[CH:46]=[CH:45][C:44]([S:47](Cl)(=[O:49])=[O:48])=[CH:43][CH:42]=1.O, predict the reaction product. The product is: [NH2:1][C:2]1[N:7]=[CH:6][N:5]=[C:4]([NH:8][C@H:9]([C:11]2[N:16]([C:17]3[CH:22]=[CH:21][CH:20]=[CH:19][CH:18]=3)[C:15](=[O:23])[C:14]3=[C:24]([CH3:27])[CH:25]=[CH:26][N:13]3[N:12]=2)[CH3:10])[C:3]=1[C:28]1[CH:36]=[C:35]2[C:31]([CH:32]=[CH:33][N:34]2[S:47]([C:44]2[CH:43]=[CH:42][C:41]([O:40][CH3:39])=[CH:46][CH:45]=2)(=[O:49])=[O:48])=[CH:30][CH:29]=1.